This data is from Full USPTO retrosynthesis dataset with 1.9M reactions from patents (1976-2016). The task is: Predict the reactants needed to synthesize the given product. (1) Given the product [Cl:1][C:2]1[CH:12]=[C:11]([Cl:13])[CH:10]=[CH:9][C:3]=1[O:4][CH2:5][C:6]([NH:14][C:15]1[CH:20]=[CH:19][CH:18]=[C:17]([S:21]([CH2:24][CH2:25][OH:26])(=[O:23])=[O:22])[CH:16]=1)=[O:8], predict the reactants needed to synthesize it. The reactants are: [Cl:1][C:2]1[CH:12]=[C:11]([Cl:13])[CH:10]=[CH:9][C:3]=1[O:4][CH2:5][C:6]([OH:8])=O.[NH2:14][C:15]1[CH:16]=[C:17]([S:21]([CH2:24][CH2:25][OH:26])(=[O:23])=[O:22])[CH:18]=[CH:19][CH:20]=1.Cl.CN(C)CCCN=C=NCC.ON1C2C=CC=CC=2N=N1.C(N(CC)C(C)C)(C)C. (2) Given the product [ClH:27].[CH3:19][CH:18]1[CH2:17][CH2:16][NH:15][CH2:14][CH:13]1[C:1]1[N:5]2[C:6]3[CH:12]=[CH:11][NH:10][C:7]=3[N:8]=[CH:9][C:4]2=[CH:3][N:2]=1, predict the reactants needed to synthesize it. The reactants are: [C:1]1([CH:13]2[CH:18]([CH3:19])[CH2:17][CH2:16][N:15](C(OC(C)(C)C)=O)[CH2:14]2)[N:5]2[C:6]3[CH:12]=[CH:11][NH:10][C:7]=3[N:8]=[CH:9][C:4]2=[CH:3][N:2]=1.[ClH:27]. (3) Given the product [CH3:20][S:21]([O:12][CH2:11][CH:3]1[CH2:4][N:5]2[CH:10]([CH2:9][CH2:8][CH2:7][CH2:6]2)[CH2:1][CH2:2]1)(=[O:23])=[O:22], predict the reactants needed to synthesize it. The reactants are: [CH2:1]1[CH:10]2[N:5]([CH2:6][CH2:7][CH2:8][CH2:9]2)[CH2:4][CH:3]([CH2:11][OH:12])[CH2:2]1.C(N(CC)CC)C.[CH3:20][S:21](Cl)(=[O:23])=[O:22]. (4) Given the product [CH2:1]([O:8][C:9]1[C:17]([C:18]2[NH:23][C:22](=[O:24])[C:21]([C:25]([OH:27])=[O:26])=[C:20]([OH:29])[C:19]=2[CH2:30][CH3:31])=[CH:16][CH:15]=[C:14]2[C:10]=1[CH:11]=[CH:12][N:13]2[CH3:32])[C:2]1[CH:7]=[CH:6][CH:5]=[CH:4][CH:3]=1, predict the reactants needed to synthesize it. The reactants are: [CH2:1]([O:8][C:9]1[C:17]([C:18]2[NH:23][C:22](=[O:24])[C:21]([C:25]([O:27]C)=[O:26])=[C:20]([OH:29])[C:19]=2[CH2:30][CH3:31])=[CH:16][CH:15]=[C:14]2[C:10]=1[CH:11]=[CH:12][N:13]2[CH3:32])[C:2]1[CH:7]=[CH:6][CH:5]=[CH:4][CH:3]=1.[Li+].[I-].Cl. (5) The reactants are: Br[C:2]1[CH:3]=[C:4]([C:9]2[N:10]=[C:11]([CH:21]([CH3:23])[CH3:22])[NH:12][C:13]=2[C:14]2[CH:19]=[CH:18][CH:17]=[C:16]([CH3:20])[N:15]=2)[CH:5]=[CH:6][C:7]=1[F:8].[CH3:24][S:25]([C:28]1[CH:33]=[CH:32][C:31](B(O)O)=[CH:30][CH:29]=1)(=[O:27])=[O:26]. Given the product [F:8][C:7]1[C:2]([C:31]2[CH:32]=[CH:33][C:28]([S:25]([CH3:24])(=[O:27])=[O:26])=[CH:29][CH:30]=2)=[CH:3][C:4]([C:9]2[N:10]=[C:11]([CH:21]([CH3:23])[CH3:22])[NH:12][C:13]=2[C:14]2[CH:19]=[CH:18][CH:17]=[C:16]([CH3:20])[N:15]=2)=[CH:5][CH:6]=1, predict the reactants needed to synthesize it. (6) The reactants are: [Li+].[C:2]([C:6]1[CH:11]=[CH:10][C:9]([N:12]2[CH2:16][CH:15]3[CH2:17][N:18]([CH2:20][CH2:21][C:22]([O-])=[O:23])[CH2:19][CH:14]3[CH2:13]2)=[CH:8][CH:7]=1)([CH3:5])([CH3:4])[CH3:3].F[P-](F)(F)(F)(F)F.CN(C)C(ON1C2C=CC=CC=2N=N1)=[N+](C)C.Cl.[N+:50]([C:53]1[CH:58]=[CH:57][C:56]([NH:59][CH:60]2[CH2:65][CH2:64][NH:63][CH2:62][CH2:61]2)=[CH:55][C:54]=1[C:66]([F:69])([F:68])[F:67])([O-:52])=[O:51].C(N(C(C)C)CC)(C)C.[O-2].[Al+3].[O-2].[O-2].[Al+3]. Given the product [C:2]([C:6]1[CH:7]=[CH:8][C:9]([N:12]2[CH2:16][CH:15]3[CH2:17][N:18]([CH2:20][CH2:21][C:22]([N:63]4[CH2:64][CH2:65][CH:60]([NH:59][C:56]5[CH:57]=[CH:58][C:53]([N+:50]([O-:52])=[O:51])=[C:54]([C:66]([F:67])([F:68])[F:69])[CH:55]=5)[CH2:61][CH2:62]4)=[O:23])[CH2:19][CH:14]3[CH2:13]2)=[CH:10][CH:11]=1)([CH3:3])([CH3:4])[CH3:5], predict the reactants needed to synthesize it. (7) Given the product [Br:1][C:2]1[CH:7]=[C:6]([Br:8])[C:5]2[S:11][C:10]([NH2:12])=[N:9][C:4]=2[CH:3]=1, predict the reactants needed to synthesize it. The reactants are: [Br:1][C:2]1[CH:3]=[C:4]([NH:9][C:10]([NH2:12])=[S:11])[CH:5]=[C:6]([Br:8])[CH:7]=1.BrBr.N. (8) Given the product [C:20]([C:10]1[CH:11]=[CH:12][C:7]([C:6]([O:5][CH3:4])=[O:16])=[CH:8][C:9]=1[N+:13]([O-:15])=[O:14])#[CH:21], predict the reactants needed to synthesize it. The reactants are: C[Si](C)(C)C#[C:4][O:5][C:6](=[O:16])[C:7]1[CH:12]=[CH:11][CH:10]=[C:9]([N+:13]([O-:15])=[O:14])[CH:8]=1.[F-].[CH2:20]([N+](CCCC)(CCCC)CCCC)[CH2:21]CC.Cl. (9) Given the product [F:24][C:21]([F:22])([F:23])[C:17]1[CH:16]=[C:15]([CH:20]=[CH:19][CH:18]=1)[O:14][C:9]1[C:8]2[C:13](=[C:4]([NH2:1])[CH:5]=[CH:6][CH:7]=2)[N:12]=[CH:11][N:10]=1, predict the reactants needed to synthesize it. The reactants are: [N+:1]([C:4]1[CH:5]=[CH:6][CH:7]=[C:8]2[C:13]=1[N:12]=[CH:11][N:10]=[C:9]2[O:14][C:15]1[CH:20]=[CH:19][CH:18]=[C:17]([C:21]([F:24])([F:23])[F:22])[CH:16]=1)([O-])=O.